From a dataset of Forward reaction prediction with 1.9M reactions from USPTO patents (1976-2016). Predict the product of the given reaction. (1) Given the reactants [Cl:1][C:2]1[CH:3]=[C:4]([C:12](=[O:21])[CH2:13][C:14](=O)[C:15]([O:17][CH2:18][CH3:19])=[O:16])[CH:5]=[CH:6][C:7]=1[O:8][CH:9]([CH3:11])[CH3:10].Cl.[NH2:23]O, predict the reaction product. The product is: [Cl:1][C:2]1[CH:3]=[C:4]([C:12]2[O:21][N:23]=[C:14]([C:15]([O:17][CH2:18][CH3:19])=[O:16])[CH:13]=2)[CH:5]=[CH:6][C:7]=1[O:8][CH:9]([CH3:11])[CH3:10]. (2) The product is: [CH2:1]([C:4]1[CH:9]=[C:8]([NH:10][C:20](=[O:23])[CH2:21][CH3:22])[CH:7]=[CH:6][C:5]=1[O:11][CH3:12])[CH:2]=[CH2:3]. Given the reactants [CH2:1]([C:4]1[CH:9]=[C:8]([NH2:10])[CH:7]=[CH:6][C:5]=1[O:11][CH3:12])[CH:2]=[CH2:3].C(N(CC)CC)C.[C:20](Cl)(=[O:23])[CH2:21][CH3:22], predict the reaction product.